Dataset: Forward reaction prediction with 1.9M reactions from USPTO patents (1976-2016). Task: Predict the product of the given reaction. (1) Given the reactants [N:1]1[CH:6]=[CH:5][CH:4]=[CH:3][C:2]=1[CH2:7][CH2:8][CH2:9]O.[Na].I.[OH-].[Na+], predict the reaction product. The product is: [N:1]12[CH2:9][CH2:8][CH2:7][CH:2]1[CH2:3][CH2:4][CH2:5][CH2:6]2. (2) Given the reactants [C:1]([NH:4][N:5]=[C:6]([CH2:10][C:11]1[CH:16]=[CH:15][CH:14]=[CH:13][C:12]=1[N+:17]([O-:19])=[O:18])[C:7]([OH:9])=[O:8])(=[S:3])[NH2:2].[N:20]([C:23]1[CH:32]=[CH:31][C:26]([C:27](=O)[CH2:28]Br)=[CH:25][CH:24]=1)=[N+:21]=[N-:22], predict the reaction product. The product is: [N:20]([C:23]1[CH:32]=[CH:31][C:26]([C:27]2[N:2]=[C:1]([NH:4][N:5]=[C:6]([CH2:10][C:11]3[CH:16]=[CH:15][CH:14]=[CH:13][C:12]=3[N+:17]([O-:19])=[O:18])[C:7]([OH:9])=[O:8])[S:3][CH:28]=2)=[CH:25][CH:24]=1)=[N+:21]=[N-:22]. (3) Given the reactants Cl.C([O:6][C:7](=[O:36])[CH2:8][N:9]([S:18]([C:21]1[CH:30]=[C:29]2[C:24]([C:25]([Cl:35])=[CH:26][N:27]=[C:28]2[NH:31][C:32]([NH2:34])=[NH:33])=[CH:23][CH:22]=1)(=[O:20])=[O:19])[CH2:10][C:11]([O:13]C(C)(C)C)=[O:12])(C)(C)C, predict the reaction product. The product is: [ClH:35].[C:7]([CH2:8][N:9]([S:18]([C:21]1[CH:30]=[C:29]2[C:24]([C:25]([Cl:35])=[CH:26][N:27]=[C:28]2[NH:31][C:32]([NH2:34])=[NH:33])=[CH:23][CH:22]=1)(=[O:20])=[O:19])[CH2:10][C:11]([OH:13])=[O:12])([OH:36])=[O:6]. (4) Given the reactants C[Li].[C:3](OC)(=O)/[CH:4]=[CH:5]/[CH2:6][CH2:7][CH2:8][CH2:9][CH2:10][CH3:11].BrCBr.[C:18]([Mg]Cl)(C)(C)C.C([O:26][CH2:27][CH3:28])C, predict the reaction product. The product is: [CH2:8]([C@@H:9]1[CH2:11][C@H:10]1[C:27]([OH:26])([CH3:28])[CH3:18])[CH2:7][CH2:6][CH2:5][CH2:4][CH3:3]. (5) Given the reactants C(NC(C)C)(C)C.[Li]CCCC.[Br:13][C:14]1[C:15]([CH3:27])=[C:16]([CH:24]=[CH:25][CH:26]=1)[C:17]([N:19]([CH2:22][CH3:23])CC)=[O:18].[CH3:28][N:29]1[CH2:34][CH2:33][N:32]([CH2:35][C:36]2[CH:43]=[CH:42]C(C#N)=[CH:38][CH:37]=2)[CH2:31][CH2:30]1, predict the reaction product. The product is: [Br:13][C:14]1[CH:26]=[CH:25][CH:24]=[C:16]2[C:15]=1[CH:27]=[C:22]([C:23]1[CH:42]=[CH:43][C:36]([CH2:35][N:32]3[CH2:33][CH2:34][N:29]([CH3:28])[CH2:30][CH2:31]3)=[CH:37][CH:38]=1)[NH:19][C:17]2=[O:18]. (6) Given the reactants [F:1][C:2]1[CH:3]=[N:4][C:5]([C@@H:8]([NH:10][C:11]2[N:16]=[C:15]([C:17]([O:19]CC)=[O:18])[C:14]([N+:22]([O-:24])=[O:23])=[C:13]([NH:25][C:26]3[CH:30]=[C:29]([CH3:31])[NH:28][N:27]=3)[N:12]=2)[CH3:9])=[N:6][CH:7]=1.[Li+].[OH-], predict the reaction product. The product is: [F:1][C:2]1[CH:3]=[N:4][C:5]([C@@H:8]([NH:10][C:11]2[N:16]=[C:15]([C:17]([OH:19])=[O:18])[C:14]([N+:22]([O-:24])=[O:23])=[C:13]([NH:25][C:26]3[CH:30]=[C:29]([CH3:31])[NH:28][N:27]=3)[N:12]=2)[CH3:9])=[N:6][CH:7]=1. (7) Given the reactants Br[C:2]1[C:7](=[O:8])[N:6]([CH:9]([C:11](=[O:13])[CH3:12])[CH3:10])[CH:5]=[C:4]([C:14]([O:16][CH3:17])=[O:15])[CH:3]=1.[F:18][C:19]1[CH:24]=[CH:23][C:22](B(O)O)=[CH:21][CH:20]=1.[Na+].[Na+].[Na+].P(C1C=C(S([O-])(=O)=O)C=CC=1)(C1C=C(S([O-])(=O)=O)C=CC=1)C1C=C(S([O-])(=O)=O)C=CC=1.C(NC(C)C)(C)C.C(=O)(O)[O-].[Na+], predict the reaction product. The product is: [F:18][C:19]1[CH:24]=[CH:23][C:22]([C:2]2[C:7](=[O:8])[N:6]([CH:9]([C:11](=[O:13])[CH3:12])[CH3:10])[CH:5]=[C:4]([C:14]([O:16][CH3:17])=[O:15])[CH:3]=2)=[CH:21][CH:20]=1. (8) Given the reactants [I:1][C:2]1[CH:7]=[CH:6][C:5]([N:8]2[CH:13]=[CH:12][CH:11]=[CH:10][C:9]2=S)=[CH:4][CH:3]=1.CI.[N:17]#[C:18][NH2:19].O.NN, predict the reaction product. The product is: [I:1][C:2]1[CH:7]=[CH:6][C:5]([N:8]2[CH:13]=[CH:12][CH:11]=[CH:10]/[C:9]/2=[N:19]\[C:18]#[N:17])=[CH:4][CH:3]=1. (9) Given the reactants [O-]CC.[Na+].[CH:5]([C:7]1[CH:12]=[CH:11][C:10]([NH:13][C:14](=[O:19])[O:15][CH2:16][CH:17]=[CH2:18])=[CH:9][CH:8]=1)=O.[CH2:20]([O:22][C:23](=[O:28])[CH2:24][N:25]=[N+:26]=[N-:27])[CH3:21].O1CCCC1, predict the reaction product. The product is: [CH2:16]([O:15][C:14]([NH:13][C:10]1[CH:11]=[CH:12][C:7](/[CH:5]=[C:24](/[N:25]=[N+:26]=[N-:27])\[C:23]([O:22][CH2:20][CH3:21])=[O:28])=[CH:8][CH:9]=1)=[O:19])[CH:17]=[CH2:18].